Dataset: Full USPTO retrosynthesis dataset with 1.9M reactions from patents (1976-2016). Task: Predict the reactants needed to synthesize the given product. (1) Given the product [CH2:6]([C:8]1[CH:13]=[C:12]([CH3:14])[CH:11]=[C:10]([CH2:15][CH3:16])[C:9]=1[CH2:17][C:18]([O:20][CH3:21])=[O:19])[CH3:7], predict the reactants needed to synthesize it. The reactants are: S(=O)(=O)(O)O.[CH2:6]([C:8]1[CH:13]=[C:12]([CH3:14])[CH:11]=[C:10]([CH2:15][CH3:16])[C:9]=1[CH2:17][C:18]([OH:20])=[O:19])[CH3:7].[CH3:21]O. (2) Given the product [CH3:1][C:2]1[N:7]=[C:6]2[N:8]([C:11]3[C:12]([CH3:19])=[CH:13][C:14]([CH3:18])=[CH:15][C:16]=3[CH3:17])[CH:9]=[N:10][C:5]2=[C:4]([NH:20][C:32](=[O:33])[CH2:31][Cl:30])[CH:3]=1, predict the reactants needed to synthesize it. The reactants are: [CH3:1][C:2]1[N:7]=[C:6]2[N:8]([C:11]3[C:16]([CH3:17])=[CH:15][C:14]([CH3:18])=[CH:13][C:12]=3[CH3:19])[CH:9]=[N:10][C:5]2=[C:4]([NH2:20])[CH:3]=1.C(N(CC)C(C)C)(C)C.[Cl:30][CH2:31][C:32](Cl)=[O:33].C(=O)([O-])[O-].[K+].[K+].